Dataset: Catalyst prediction with 721,799 reactions and 888 catalyst types from USPTO. Task: Predict which catalyst facilitates the given reaction. (1) Reactant: [Cl:1][C:2]1[N:7]=[C:6](Cl)[C:5]([C:9]#[N:10])=[C:4]([Cl:11])[N:3]=1.[CH:12]([S:15]([C:18]1[CH:24]=[CH:23][CH:22]=[CH:21][C:19]=1[NH2:20])(=[O:17])=[O:16])([CH3:14])[CH3:13].[H-].[Na+].CCCCCC. Product: [Cl:1][C:2]1[N:3]=[C:4]([Cl:11])[C:5]([C:9]#[N:10])=[C:6]([NH:20][C:19]2[CH:21]=[CH:22][CH:23]=[CH:24][C:18]=2[S:15]([CH:12]([CH3:14])[CH3:13])(=[O:17])=[O:16])[N:7]=1. The catalyst class is: 31. (2) Reactant: [Cl:1][C:2]1[CH:3]=[C:4]([CH:25]=[CH:26][C:27]=1[Cl:28])[CH2:5][CH:6]1[C:15]2[CH:14]=[C:13]([O:16][CH2:17][CH2:18][NH2:19])[CH:12]=[CH:11][C:10]=2[CH2:9][CH2:8][CH:7]1[N:20]1[CH2:24][CH2:23][CH2:22][CH2:21]1.[CH:29]1([S:33](Cl)(=[O:35])=[O:34])[CH2:32][CH2:31][CH2:30]1.Cl. Product: [ClH:1].[Cl:1][C:2]1[CH:3]=[C:4]([CH:25]=[CH:26][C:27]=1[Cl:28])[CH2:5][CH:6]1[C:15]2[CH:14]=[C:13]([O:16][CH2:17][CH2:18][NH:19][S:33]([CH:29]3[CH2:32][CH2:31][CH2:30]3)(=[O:35])=[O:34])[CH:12]=[CH:11][C:10]=2[CH2:9][CH2:8][CH:7]1[N:20]1[CH2:24][CH2:23][CH2:22][CH2:21]1. The catalyst class is: 79. (3) Reactant: N1C=CC=CC=1.CS(O)(=O)=O.[CH:12]1([C:18]2[C:26]3[C:25](=[O:27])[NH:24][C:23]([C:28]4[CH:33]=[CH:32][C:31](N5CCC(O)CC5)=[CH:30][C:29]=4OC)=[N:22][C:21]=3[N:20]([CH3:43])[N:19]=2)[CH2:17][CH2:16][CH2:15][CH2:14][CH2:13]1.[Br:44]C1C=CC(C(Cl)=O)=CC=1.C(=O)([O-])O.[Na+]. Product: [Br:44][C:31]1[CH:32]=[CH:33][C:28]([C:23]2[NH:24][C:25](=[O:27])[C:26]3[C:18]([CH:12]4[CH2:17][CH2:16][CH2:15][CH2:14][CH2:13]4)=[N:19][N:20]([CH3:43])[C:21]=3[N:22]=2)=[CH:29][CH:30]=1. The catalyst class is: 22. (4) Reactant: [Cl:1][C:2]1[CH:3]=[N:4][N:5]([CH3:27])[C:6]=1[C:7]1[CH:8]=[C:9]([NH:14][C:15](=[O:26])[C:16]2[CH:21]=[CH:20][CH:19]=[C:18]([C:22]([F:25])([F:24])[F:23])[CH:17]=2)[CH:10]=[CH:11][C:12]=1[OH:13].C(=O)([O-])[O-].[K+].[K+].Br[CH2:35][C:36]([NH2:38])=[O:37]. Product: [C:36]([CH2:35][O:13][C:12]1[CH:11]=[CH:10][C:9]([NH:14][C:15](=[O:26])[C:16]2[CH:21]=[CH:20][CH:19]=[C:18]([C:22]([F:23])([F:24])[F:25])[CH:17]=2)=[CH:8][C:7]=1[C:6]1[N:5]([CH3:27])[N:4]=[CH:3][C:2]=1[Cl:1])(=[O:37])[NH2:38]. The catalyst class is: 21. (5) Reactant: [Br:1][C:2]1[CH:3]=[N:4][CH:5]=[C:6]([C:8]([OH:11])([CH3:10])[CH3:9])[CH:7]=1.ClC1C=C(C=CC=1)C(OO)=[O:17].[OH-].[Ca+2].[OH-]. Product: [Br:1][C:2]1[CH:3]=[N+:4]([O-:17])[CH:5]=[C:6]([C:8]([OH:11])([CH3:9])[CH3:10])[CH:7]=1. The catalyst class is: 22. (6) Reactant: [CH3:1][O:2][C:3]1[CH:25]=[CH:24][C:6]([CH2:7][N:8]2[C:12]3[N:13]([C@@H:19]([CH3:23])[CH2:20][O:21][CH3:22])[CH2:14][CH:15]=[CH:16][C:17](=[O:18])[C:11]=3[CH:10]=[N:9]2)=[CH:5][CH:4]=1.C([O-])=O.[NH4+]. Product: [CH3:1][O:2][C:3]1[CH:4]=[CH:5][C:6]([CH2:7][N:8]2[C:12]3[N:13]([C@@H:19]([CH3:23])[CH2:20][O:21][CH3:22])[CH2:14][CH2:15][CH2:16][C:17](=[O:18])[C:11]=3[CH:10]=[N:9]2)=[CH:24][CH:25]=1. The catalyst class is: 105. (7) Product: [OH:8][C:9]1[CH:33]=[CH:32][C:31]([CH:34]2[CH2:35][CH2:36][N:37]([CH3:40])[CH2:38][CH2:39]2)=[CH:30][C:10]=1[C:11]([NH:13][C:14]1[CH:23]=[C:22]([C:24]2[CH:29]=[CH:28][CH:27]=[CH:26][CH:25]=2)[CH:21]=[CH:20][C:15]=1[C:16]([O:18][CH3:19])=[O:17])=[O:12]. Reactant: C([O:8][C:9]1[CH:33]=[CH:32][C:31]([CH:34]2[CH2:39][CH2:38][N:37]([CH3:40])[CH2:36][CH2:35]2)=[CH:30][C:10]=1[C:11]([NH:13][C:14]1[CH:23]=[C:22]([C:24]2[CH:29]=[CH:28][CH:27]=[CH:26][CH:25]=2)[CH:21]=[CH:20][C:15]=1[C:16]([O:18][CH3:19])=[O:17])=[O:12])C1C=CC=CC=1. The catalyst class is: 352. (8) Reactant: O.[Cl-:2].[Na+].Cl.[OH:5][C:6]([C:36]1[CH:41]=[CH:40][CH:39]=[CH:38][CH:37]=1)([C:30]1[CH:35]=[CH:34][CH:33]=[CH:32][CH:31]=1)[CH:7]1[CH2:12][CH2:11][N:10]([CH2:13][CH2:14][CH2:15][CH:16]([C:18]2[CH:23]=[CH:22][C:21]([C:24]([CH3:29])([CH3:28])[C:25]([OH:27])=[O:26])=[CH:20][CH:19]=2)[OH:17])[CH2:9][CH2:8]1. Product: [OH2:5].[ClH:2].[OH:5][C:6]([C:36]1[CH:37]=[CH:38][CH:39]=[CH:40][CH:41]=1)([C:30]1[CH:31]=[CH:32][CH:33]=[CH:34][CH:35]=1)[CH:7]1[CH2:12][CH2:11][N:10]([CH2:13][CH2:14][CH2:15][CH:16]([C:18]2[CH:23]=[CH:22][C:21]([C:24]([CH3:29])([CH3:28])[C:25]([OH:27])=[O:26])=[CH:20][CH:19]=2)[OH:17])[CH2:9][CH2:8]1. The catalyst class is: 5. (9) Reactant: [O:1]1[CH2:6][CH2:5][CH2:4][CH2:3][CH:2]1[O:7][CH2:8][C:9]1[CH:14]=[CH:13][N:12]=[C:11]([N:15]2[CH2:20][CH2:19][NH:18][CH2:17][CH2:16]2)[CH:10]=1.Cl[C:22]([O:24][CH2:25][C:26]1[CH:31]=[CH:30][CH:29]=[CH:28][CH:27]=1)=[O:23]. Product: [O:1]1[CH2:6][CH2:5][CH2:4][CH2:3][CH:2]1[O:7][CH2:8][C:9]1[CH:14]=[CH:13][N:12]=[C:11]([N:15]2[CH2:20][CH2:19][N:18]([C:22]([O:24][CH2:25][C:26]3[CH:31]=[CH:30][CH:29]=[CH:28][CH:27]=3)=[O:23])[CH2:17][CH2:16]2)[CH:10]=1. The catalyst class is: 273.